From a dataset of Reaction yield outcomes from USPTO patents with 853,638 reactions. Predict the reaction yield, written as a fraction of the theoretical maximum amount of product (1.0 means a 100% yield; for example, 0.34 means a 34% yield). (1) The reactants are [OH-].[NH4+:2].C[O:4][C:5](=O)[C:6]([C:8]1[C:18]2=[C:19]3[C:14](=[CH:15][CH:16]=[CH:17]2)[CH2:13][CH2:12][CH2:11][N:10]3[CH:9]=1)=[O:7]. The catalyst is O1CCCC1. The product is [C:8]1([C:6](=[O:7])[C:5]([NH2:2])=[O:4])[C:18]2=[C:19]3[C:14](=[CH:15][CH:16]=[CH:17]2)[CH2:13][CH2:12][CH2:11][N:10]3[CH:9]=1. The yield is 0.860. (2) The reactants are Br[C:2]1[CH:3]=[N:4][CH:5]=[C:6]([O:8][CH2:9][C@@H:10]2[CH2:14][CH2:13][CH2:12][N:11]2[C:15]([O:17][C:18]([CH3:21])([CH3:20])[CH3:19])=[O:16])[CH:7]=1.[NH:22]1[C:30]2[C:25](=[CH:26][CH:27]=[CH:28][CH:29]=2)[CH2:24][CH2:23]1.CC(C)([O-])C.[Na+]. The catalyst is C1(C)C=CC=CC=1.C1C=CC(/C=C/C(/C=C/C2C=CC=CC=2)=O)=CC=1.C1C=CC(/C=C/C(/C=C/C2C=CC=CC=2)=O)=CC=1.C1C=CC(/C=C/C(/C=C/C2C=CC=CC=2)=O)=CC=1.[Pd].[Pd].C1(P(C2C=CC=CC=2)C2C3OC4C(=CC=CC=4P(C4C=CC=CC=4)C4C=CC=CC=4)C(C)(C)C=3C=CC=2)C=CC=CC=1. The product is [C:18]([O:17][C:15]([N:11]1[CH2:12][CH2:13][CH2:14][C@H:10]1[CH2:9][O:8][C:6]1[CH:5]=[N:4][CH:3]=[C:2]([N:22]2[C:30]3[C:25](=[CH:26][CH:27]=[CH:28][CH:29]=3)[CH2:24][CH2:23]2)[CH:7]=1)=[O:16])([CH3:21])([CH3:20])[CH3:19]. The yield is 0.900.